Dataset: Forward reaction prediction with 1.9M reactions from USPTO patents (1976-2016). Task: Predict the product of the given reaction. (1) Given the reactants [Br:1][C:2]1[C:3]([F:13])=[CH:4][C:5]([CH3:12])=[C:6]([CH2:8][C:9](O)=[O:10])[CH:7]=1.S(Cl)([Cl:16])=O, predict the reaction product. The product is: [Br:1][C:2]1[C:3]([F:13])=[CH:4][C:5]([CH3:12])=[C:6]([CH2:8][C:9]([Cl:16])=[O:10])[CH:7]=1. (2) Given the reactants [OH:1][S:2]([OH:5])(=[O:4])=[O:3].[CH3:6][N:7]([C:10]1[N:15]=[C:14]([NH:16][CH2:17][CH2:18][CH3:19])[N:13]=[C:12]([NH:20][CH2:21][CH2:22][CH3:23])[N:11]=1)[NH:8][CH3:9], predict the reaction product. The product is: [S:2]([OH:5])([OH:4])(=[O:3])=[O:1].[CH2:17]([NH:16][C:14]1[N:13]=[C:12]([NH:20][CH2:21][CH2:22][CH3:23])[N:11]=[C:10]([N:7]([CH3:6])[NH:8][CH3:9])[N:15]=1)[CH2:18][CH3:19]. (3) The product is: [N:11]1[CH:10]=[CH:9][C:8]([C:6]2[S:5][C:4]([C:14]([O:16][CH2:17][CH3:18])=[O:15])=[CH:3][CH:7]=2)=[CH:13][CH:12]=1. Given the reactants OC(C1C=CC2C(=CC=CC=2)C=1)[C:3]1[CH:7]=[C:6]([C:8]2[CH:13]=[CH:12][N:11]=[CH:10][CH:9]=2)[S:5][C:4]=1[C:14]([O:16][CH2:17][CH3:18])=[O:15].FC(F)(F)C(O)=O.C([SiH](CC)CC)C, predict the reaction product. (4) Given the reactants [CH:1]([C:4]1[N:5]=[C:6]([C:9]2[CH:14]=[CH:13][CH:12]=[CH:11][CH:10]=2)[NH:7][CH:8]=1)([CH3:3])[CH3:2].Br[CH2:16][C:17]1[C:26]2[C:21](=[C:22]([F:28])[C:23]([F:27])=[CH:24][CH:25]=2)[NH:20][C:19](=[O:29])[CH:18]=1, predict the reaction product. The product is: [F:27][C:23]1[C:22]([F:28])=[C:21]2[C:26]([C:17]([CH2:16][N:7]3[CH:8]=[C:4]([CH:1]([CH3:3])[CH3:2])[N:5]=[C:6]3[C:9]3[CH:14]=[CH:13][CH:12]=[CH:11][CH:10]=3)=[CH:18][C:19](=[O:29])[NH:20]2)=[CH:25][CH:24]=1. (5) The product is: [F:44][C:42]([F:43])([F:45])[C:34]1[CH:33]=[C:32]([CH:37]=[C:36]([C:38]([F:41])([F:40])[F:39])[CH:35]=1)[CH2:31][N:22]([C@H:18]1[CH2:19][CH2:20][CH2:21][NH:15][C:16]2[CH:49]=[C:48]([C:50]([F:51])([F:52])[F:53])[C:47]([CH3:54])=[CH:46][C:17]1=2)[C:23]1[N:24]=[N:25][N:26]([CH2:28][CH2:29][OH:30])[N:27]=1. Given the reactants FC(F)(F)C(O)=O.C(OC([N:15]1[CH2:21][CH2:20][CH2:19][C@H:18]([N:22]([CH2:31][C:32]2[CH:37]=[C:36]([C:38]([F:41])([F:40])[F:39])[CH:35]=[C:34]([C:42]([F:45])([F:44])[F:43])[CH:33]=2)[C:23]2[N:24]=[N:25][N:26]([CH2:28][CH2:29][OH:30])[N:27]=2)[C:17]2[CH:46]=[C:47]([CH3:54])[C:48]([C:50]([F:53])([F:52])[F:51])=[CH:49][C:16]1=2)=O)(C)(C)C, predict the reaction product.